This data is from Forward reaction prediction with 1.9M reactions from USPTO patents (1976-2016). The task is: Predict the product of the given reaction. (1) Given the reactants Cl.Br[C:3]1[C:4]2[N:5]([CH:10]=[CH:11][N:12]=2)[CH:6]=[C:7]([Cl:9])[CH:8]=1.[NH2:13][C:14]1[N:19]=[CH:18][C:17]([N:20]2[CH2:25][CH2:24][N:23]([C:26](=[O:29])[CH2:27][OH:28])[CH2:22][CH2:21]2)=[CH:16][CH:15]=1.C(=O)([O-])[O-].[Cs+].[Cs+].C1(P(C2C=CC=CC=2)C2C3OC4C(=CC=CC=4P(C4C=CC=CC=4)C4C=CC=CC=4)C(C)(C)C=3C=CC=2)C=CC=CC=1, predict the reaction product. The product is: [Cl:9][C:7]1[CH:8]=[C:3]([NH:13][C:14]2[N:19]=[CH:18][C:17]([N:20]3[CH2:25][CH2:24][N:23]([C:26](=[O:29])[CH2:27][OH:28])[CH2:22][CH2:21]3)=[CH:16][CH:15]=2)[C:4]2[N:5]([CH:10]=[CH:11][N:12]=2)[CH:6]=1. (2) Given the reactants [CH2:1]([Li])[CH2:2][CH2:3][CH3:4].[CH3:6][CH2:7][CH2:8]CCC.CN(CCN(C)C)C.[C:20]1(=O)[C:29]2[C:24](=[CH:25]C=CC=2)[CH2:23][CH2:22][CH2:21]1.C([C:33]12[C:43](C(C)C)=[CH:42][CH:41]=[CH:40][CH:39]1[NH:38][C:37](=O)[O:36][C:34]2=O)C, predict the reaction product. The product is: [CH2:3]([C:2]1[CH:1]=[CH:25][C:24]2[CH2:29][CH2:20][C:21]3[C:34](=[O:36])[C:33]4[CH:43]=[C:42]([CH:7]([CH3:8])[CH3:6])[CH:41]=[CH:40][C:39]=4[NH:38][C:37]=3[C:23]=2[CH:22]=1)[CH3:4].